Regression. Given two drug SMILES strings and cell line genomic features, predict the synergy score measuring deviation from expected non-interaction effect. From a dataset of NCI-60 drug combinations with 297,098 pairs across 59 cell lines. (1) Drug 1: C1=CC=C(C(=C1)C(C2=CC=C(C=C2)Cl)C(Cl)Cl)Cl. Drug 2: CS(=O)(=O)OCCCCOS(=O)(=O)C. Cell line: SF-295. Synergy scores: CSS=-2.66, Synergy_ZIP=-0.0435, Synergy_Bliss=-2.96, Synergy_Loewe=-4.68, Synergy_HSA=-4.45. (2) Drug 1: CNC(=O)C1=NC=CC(=C1)OC2=CC=C(C=C2)NC(=O)NC3=CC(=C(C=C3)Cl)C(F)(F)F. Drug 2: C1CCC(C(C1)N)N.C(=O)(C(=O)[O-])[O-].[Pt+4]. Cell line: KM12. Synergy scores: CSS=24.9, Synergy_ZIP=-1.88, Synergy_Bliss=-1.46, Synergy_Loewe=2.61, Synergy_HSA=2.37. (3) Drug 1: C1=NC2=C(N1)C(=S)N=C(N2)N. Drug 2: CCC1(C2=C(COC1=O)C(=O)N3CC4=CC5=C(C=CC(=C5CN(C)C)O)N=C4C3=C2)O.Cl. Cell line: RXF 393. Synergy scores: CSS=22.5, Synergy_ZIP=-8.34, Synergy_Bliss=-1.83, Synergy_Loewe=-1.78, Synergy_HSA=-0.141. (4) Drug 1: C1C(C(OC1N2C=NC3=C(N=C(N=C32)Cl)N)CO)O. Drug 2: CC(C)NC(=O)C1=CC=C(C=C1)CNNC.Cl. Cell line: MALME-3M. Synergy scores: CSS=19.1, Synergy_ZIP=-3.78, Synergy_Bliss=1.80, Synergy_Loewe=-14.1, Synergy_HSA=0.709. (5) Drug 1: COCCOC1=C(C=C2C(=C1)C(=NC=N2)NC3=CC=CC(=C3)C#C)OCCOC. Drug 2: CN1C=C(C=N1)C2=C3N=C(C(=C(N3N=C2)N)Br)C4CCCNC4. Cell line: NCIH23. Synergy scores: CSS=75.5, Synergy_ZIP=1.92, Synergy_Bliss=-0.506, Synergy_Loewe=1.37, Synergy_HSA=4.92. (6) Drug 1: C1=NC2=C(N1)C(=S)N=C(N2)N. Drug 2: C1CN(P(=O)(OC1)NCCCl)CCCl. Cell line: KM12. Synergy scores: CSS=36.2, Synergy_ZIP=-5.35, Synergy_Bliss=-3.18, Synergy_Loewe=-43.4, Synergy_HSA=-3.52.